From a dataset of Forward reaction prediction with 1.9M reactions from USPTO patents (1976-2016). Predict the product of the given reaction. (1) Given the reactants Cl.[C@@H:2]1([NH2:6])[CH2:4][C@@H:3]1[NH2:5].[Cl:7][C:8]1[CH:9]=[C:10]2[C:14](=[CH:15][CH:16]=1)[NH:13][C:12]([C:17](O)=[O:18])=[CH:11]2.O.ON1C2C=CC=CC=2N=N1.Cl.CN(C)CCCN=C=NCC.C(N(C(C)C)CC)(C)C, predict the reaction product. The product is: [NH2:5][C@H:3]1[CH2:4][C@H:2]1[NH:6][C:17]([C:12]1[NH:13][C:14]2[C:10]([CH:11]=1)=[CH:9][C:8]([Cl:7])=[CH:16][CH:15]=2)=[O:18]. (2) Given the reactants [C:1]([N:8]1[CH2:12][CH2:11][CH:10]=[CH:9]1)([O:3][C:4]([CH3:7])([CH3:6])[CH3:5])=[O:2].[Cl:13][C:14]1[CH:19]=[CH:18][C:17]([C:20](Cl)=[N:21][OH:22])=[CH:16][CH:15]=1.C(N(CC)CC)C.O, predict the reaction product. The product is: [C:4]([O:3][C:1]([N:8]1[CH2:12][C@H:11]2[C@H:10]([C:20]([C:17]3[CH:18]=[CH:19][C:14]([Cl:13])=[CH:15][CH:16]=3)=[N:21][O:22]2)[CH2:9]1)=[O:2])([CH3:7])([CH3:6])[CH3:5]. (3) Given the reactants [CH2:1]1[O:5][C:4]2[CH:6]=[C:7]([CH2:10][C:11](O)=[O:12])[CH:8]=[CH:9][C:3]=2[O:2]1.C1COCC1.[H-].[Al+3].[Li+].[H-].[H-].[H-].[C@H](O)(C([O-])=O)[C@@H](O)C([O-])=O.[Na+].[K+], predict the reaction product. The product is: [O:2]1[C:3]2[CH:9]=[CH:8][C:7]([CH2:10][CH2:11][OH:12])=[CH:6][C:4]=2[O:5][CH2:1]1.